This data is from Peptide-MHC class I binding affinity with 185,985 pairs from IEDB/IMGT. The task is: Regression. Given a peptide amino acid sequence and an MHC pseudo amino acid sequence, predict their binding affinity value. This is MHC class I binding data. (1) The peptide sequence is LSFASLFLP. The MHC is HLA-A11:01 with pseudo-sequence HLA-A11:01. The binding affinity (normalized) is 0. (2) The binding affinity (normalized) is 0.0847. The peptide sequence is YADHGANQL. The MHC is HLA-B15:01 with pseudo-sequence HLA-B15:01. (3) The peptide sequence is AEWDRVHPV. The MHC is HLA-B54:01 with pseudo-sequence HLA-B54:01. The binding affinity (normalized) is 0. (4) The MHC is HLA-B40:01 with pseudo-sequence HLA-B40:01. The binding affinity (normalized) is 0.297. The peptide sequence is QEIQLLAAVG. (5) The peptide sequence is AVLDMCAALK. The MHC is HLA-A68:01 with pseudo-sequence HLA-A68:01. The binding affinity (normalized) is 0.560. (6) The peptide sequence is EEMIKKSEI. The MHC is Mamu-A11 with pseudo-sequence Mamu-A11. The binding affinity (normalized) is 0.433. (7) The peptide sequence is QGWKGSPAI. The MHC is HLA-A11:01 with pseudo-sequence HLA-A11:01. The binding affinity (normalized) is 0. (8) The peptide sequence is TANNYETIEI. The MHC is HLA-A02:06 with pseudo-sequence HLA-A02:06. The binding affinity (normalized) is 0.200.